From a dataset of Cav3 T-type calcium channel HTS with 100,875 compounds. Binary Classification. Given a drug SMILES string, predict its activity (active/inactive) in a high-throughput screening assay against a specified biological target. (1) The compound is S1C(C(=O)N(CCC)C1=O)CC(=O)Nc1ccccc1. The result is 0 (inactive). (2) The compound is s1c(CNC(=O)C2ON=C(C2)c2cc(OC)c(OC)c(OC)c2)ccc1. The result is 0 (inactive).